This data is from Peptide-MHC class I binding affinity with 185,985 pairs from IEDB/IMGT. The task is: Regression. Given a peptide amino acid sequence and an MHC pseudo amino acid sequence, predict their binding affinity value. This is MHC class I binding data. (1) The peptide sequence is QVPLRPMTFK. The MHC is HLA-A32:01 with pseudo-sequence HLA-A32:01. The binding affinity (normalized) is 0. (2) The peptide sequence is TIPEQYTCNK. The MHC is HLA-A31:01 with pseudo-sequence HLA-A31:01. The binding affinity (normalized) is 0.275. (3) The peptide sequence is FQPQNPQFI. The MHC is H-2-Db with pseudo-sequence H-2-Db. The binding affinity (normalized) is 0.191. (4) The peptide sequence is FEMGIVPSHI. The MHC is H-2-Db with pseudo-sequence H-2-Db. The binding affinity (normalized) is 0. (5) The binding affinity (normalized) is 0. The MHC is HLA-A11:01 with pseudo-sequence HLA-A11:01. The peptide sequence is PASTNRQSGR. (6) The peptide sequence is TVIYRGTTF. The MHC is HLA-A02:12 with pseudo-sequence HLA-A02:12. The binding affinity (normalized) is 0.0847.